Dataset: Forward reaction prediction with 1.9M reactions from USPTO patents (1976-2016). Task: Predict the product of the given reaction. (1) Given the reactants C([N:8]([C:13]1[CH:18]=[CH:17][CH:16]=[C:15]([C@@H:19]([O:32][Si:33]([CH2:38][CH3:39])([CH2:36][CH3:37])[CH2:34][CH3:35])[CH2:20][N:21](CC2C=CC=CC=2)[CH2:22][CH2:23][OH:24])[CH:14]=1)[S:9]([CH3:12])(=[O:11])=[O:10])C1C=CC=CC=1.CO.O, predict the reaction product. The product is: [OH:24][CH2:23][CH2:22][NH:21][CH2:20][C@@H:19]([C:15]1[CH:14]=[C:13]([NH:8][S:9]([CH3:12])(=[O:10])=[O:11])[CH:18]=[CH:17][CH:16]=1)[O:32][Si:33]([CH2:34][CH3:35])([CH2:36][CH3:37])[CH2:38][CH3:39]. (2) Given the reactants C(N[C:6]1[N:14]=[C:13]2[C:9]([N:10]=[C:11]([O:24][CH3:25])[N:12]2[CH2:15][CH2:16][CH2:17][CH2:18][CH:19]2[CH2:23][CH2:22][CH2:21][O:20]2)=[C:8]([NH2:26])[N:7]=1)CCC.FC(F)(F)C(O)=O.[CH2:34]([O:38]C1NC(N)=C2C(N=1)=NC(OC)=N2)[CH2:35][CH2:36][CH3:37].BrCCCC1CCCOC1, predict the reaction product. The product is: [CH2:34]([O:38][C:6]1[N:14]=[C:13]2[C:9]([N:10]=[C:11]([O:24][CH3:25])[N:12]2[CH2:15][CH2:16][CH2:17][CH:18]2[CH2:23][CH2:22][CH2:21][O:20][CH2:19]2)=[C:8]([NH2:26])[N:7]=1)[CH2:35][CH2:36][CH3:37]. (3) The product is: [F:23][CH2:24][C:25]([NH:28][C:55](=[O:56])[C:54]1[CH:58]=[CH:59][C:51]([S:48]([N:38]2[C:39]3[C:44](=[CH:43][C:42]([O:45][CH2:46][CH3:47])=[CH:41][CH:40]=3)[C:36]([C:31]3[CH:32]=[CH:33][CH:34]=[CH:35][C:30]=3[Cl:29])([CH3:61])[C:37]2=[O:60])(=[O:50])=[O:49])=[CH:52][CH:53]=1)([CH3:27])[CH3:26]. Given the reactants O=C1N(P(Cl)(N2CCOC2=O)=O)CCO1.C(N(CC)CC)C.[F:23][CH2:24][C:25]([NH2:28])([CH3:27])[CH3:26].[Cl:29][C:30]1[CH:35]=[CH:34][CH:33]=[CH:32][C:31]=1[C:36]1([CH3:61])[C:44]2[C:39](=[CH:40][CH:41]=[C:42]([O:45][CH2:46][CH3:47])[CH:43]=2)[N:38]([S:48]([C:51]2[CH:59]=[CH:58][C:54]([C:55](O)=[O:56])=[CH:53][CH:52]=2)(=[O:50])=[O:49])[C:37]1=[O:60], predict the reaction product. (4) Given the reactants [CH3:1][O:2][C:3]([CH:5]1[C:14]2[C:9](=[CH:10][C:11]([OH:15])=[CH:12][CH:13]=2)[CH2:8][CH2:7][N:6]1[CH2:16][C:17]1[CH:22]=[CH:21][C:20]([C@@H:23]([NH:25][C:26](=[O:28])[CH3:27])[CH3:24])=[CH:19][CH:18]=1)=[O:4].Br[CH2:30][CH:31]1[CH2:33][CH2:32]1.C([O-])([O-])=O.[K+].[K+], predict the reaction product. The product is: [CH3:1][O:2][C:3]([CH:5]1[C:14]2[C:9](=[CH:10][C:11]([O:15][CH2:30][CH:31]3[CH2:33][CH2:32]3)=[CH:12][CH:13]=2)[CH2:8][CH2:7][N:6]1[CH2:16][C:17]1[CH:18]=[CH:19][C:20]([C@@H:23]([NH:25][C:26](=[O:28])[CH3:27])[CH3:24])=[CH:21][CH:22]=1)=[O:4]. (5) The product is: [C:7]([C:6]1[S:5][C:4]([S:9][CH3:10])=[N:3][C:2]=1[N:1]=[CH:13][N:14]([CH3:16])[CH3:15])#[N:8]. Given the reactants [NH2:1][C:2]1[N:3]=[C:4]([S:9][CH3:10])[S:5][C:6]=1[C:7]#[N:8].CO[CH:13](OC)[N:14]([CH3:16])[CH3:15], predict the reaction product. (6) Given the reactants [C:1](Cl)(=[O:4])[CH2:2][CH3:3].[NH:6]1[CH2:10][CH2:9][C@H:8]([OH:11])[CH2:7]1.CCN(CC)CC.C([O-])(O)=O.[Na+], predict the reaction product. The product is: [OH:11][C@H:8]1[CH2:9][CH2:10][N:6]([C:1](=[O:4])[CH2:2][CH3:3])[CH2:7]1. (7) Given the reactants [C:1]([O:5][C:6]([N:8]([CH2:10][C:11]1[CH:12]=[CH:13][C:14]([NH:17][C:18]2[S:19][C:20]([S:23][C:24]3[CH:29]=[CH:28][N:27]=[C:26]([C:30](O)=[O:31])[C:25]=3[F:33])=[CH:21][N:22]=2)=[N:15][CH:16]=1)[CH3:9])=[O:7])([CH3:4])([CH3:3])[CH3:2].C1C=CC2N(O)N=NC=2C=1.CCN=C=NCCCN(C)C.[NH2:55][CH2:56][C:57]1([C:66]2[CH:71]=[CH:70][CH:69]=[CH:68][CH:67]=2)[CH2:62][CH2:61][N:60]([CH2:63][CH2:64][OH:65])[CH2:59][CH2:58]1.C(N(C(C)C)CC)(C)C, predict the reaction product. The product is: [F:33][C:25]1[C:26]([C:30](=[O:31])[NH:55][CH2:56][C:57]2([C:66]3[CH:67]=[CH:68][CH:69]=[CH:70][CH:71]=3)[CH2:58][CH2:59][N:60]([CH2:63][CH2:64][OH:65])[CH2:61][CH2:62]2)=[N:27][CH:28]=[CH:29][C:24]=1[S:23][C:20]1[S:19][C:18]([NH:17][C:14]2[N:15]=[CH:16][C:11]([CH2:10][N:8]([CH3:9])[C:6](=[O:7])[O:5][C:1]([CH3:2])([CH3:3])[CH3:4])=[CH:12][CH:13]=2)=[N:22][CH:21]=1.